From a dataset of Forward reaction prediction with 1.9M reactions from USPTO patents (1976-2016). Predict the product of the given reaction. (1) Given the reactants C([N:4]([C:16]1[C:17]([CH3:23])=[N:18][CH:19]=[C:20]([Br:22])[CH:21]=1)[S:5](/[CH:8]=[CH:9]/[C:10]1C=CC=CC=1)(=[O:7])=[O:6])C=C, predict the reaction product. The product is: [Br:22][C:20]1[CH:21]=[C:16]([N:4]2[CH2:10][CH:9]=[CH:8][S:5]2(=[O:7])=[O:6])[C:17]([CH3:23])=[N:18][CH:19]=1. (2) Given the reactants [OH:1][C:2]1[CH:7]=[CH:6][CH:5]=[CH:4][C:3]=1[CH2:8][C:9]([NH2:11])=[O:10].C(=O)([O-])[O-].[K+].[K+].Br[C:19]([CH3:28])([CH3:27])[C:20]([O:22][C:23]([CH3:26])([CH3:25])[CH3:24])=[O:21].O, predict the reaction product. The product is: [NH2:11][C:9]([CH2:8][C:3]1[CH:4]=[CH:5][CH:6]=[CH:7][C:2]=1[O:1][C:19]([CH3:28])([CH3:27])[C:20]([O:22][C:23]([CH3:26])([CH3:25])[CH3:24])=[O:21])=[O:10]. (3) Given the reactants [CH3:1][O:2][C:3]1[CH:4]=[C:5]([CH:32]=[CH:33][C:34]=1[O:35][CH3:36])[CH2:6][CH:7]1[C:13]2[CH:14]=[C:15]([O:20][CH3:21])[C:16]([O:18][CH3:19])=[CH:17][C:12]=2[CH2:11][CH2:10][CH2:9][N:8]1[CH:22]([C:26]1[CH:31]=[CH:30][CH:29]=[CH:28][CH:27]=1)[C:23](O)=[O:24].[CH:37]1([NH2:42])[CH2:41][CH2:40][CH2:39][CH2:38]1, predict the reaction product. The product is: [CH:37]1([NH:42][C:23](=[O:24])[CH:22]([N:8]2[CH2:9][CH2:10][CH2:11][C:12]3[CH:17]=[C:16]([O:18][CH3:19])[C:15]([O:20][CH3:21])=[CH:14][C:13]=3[CH:7]2[CH2:6][C:5]2[CH:32]=[CH:33][C:34]([O:35][CH3:36])=[C:3]([O:2][CH3:1])[CH:4]=2)[C:26]2[CH:31]=[CH:30][CH:29]=[CH:28][CH:27]=2)[CH2:41][CH2:40][CH2:39][CH2:38]1. (4) Given the reactants [N:1]1([C:7]2[CH:8]=[CH:9][C:10]3[N:11]([C:13]([C:16]([F:19])([F:18])[F:17])=[N:14][N:15]=3)[N:12]=2)[CH2:6][CH2:5][NH:4][CH2:3][CH2:2]1.[CH3:20][N:21]1[CH2:26][CH2:25][N:24]([C:27]2[CH:34]=[CH:33][C:30]([CH:31]=O)=[CH:29][CH:28]=2)[CH2:23][CH2:22]1, predict the reaction product. The product is: [CH3:20][N:21]1[CH2:26][CH2:25][N:24]([C:27]2[CH:34]=[CH:33][C:30]([CH2:31][N:4]3[CH2:3][CH2:2][N:1]([C:7]4[CH:8]=[CH:9][C:10]5[N:11]([C:13]([C:16]([F:17])([F:18])[F:19])=[N:14][N:15]=5)[N:12]=4)[CH2:6][CH2:5]3)=[CH:29][CH:28]=2)[CH2:23][CH2:22]1. (5) Given the reactants [I:1][C:2]1[C:6]([C:7]([O:9]CC)=[O:8])=[CH:5][N:4]([CH3:12])[N:3]=1.[OH-].[K+], predict the reaction product. The product is: [I:1][C:2]1[C:6]([C:7]([OH:9])=[O:8])=[CH:5][N:4]([CH3:12])[N:3]=1.